From a dataset of Peptide-MHC class II binding affinity with 134,281 pairs from IEDB. Regression. Given a peptide amino acid sequence and an MHC pseudo amino acid sequence, predict their binding affinity value. This is MHC class II binding data. (1) The peptide sequence is WLACGVDNFCVKVLAK. The MHC is DRB1_1101 with pseudo-sequence DRB1_1101. The binding affinity (normalized) is 0.538. (2) The peptide sequence is EDVGYPIIIDQKYCP. The MHC is HLA-DPA10201-DPB10501 with pseudo-sequence HLA-DPA10201-DPB10501. The binding affinity (normalized) is 0.167. (3) The peptide sequence is WKVRLLPVPPTVTVF. The MHC is DRB1_0901 with pseudo-sequence DRB1_0901. The binding affinity (normalized) is 0.616. (4) The peptide sequence is EKKKFAATQFEPLAA. The MHC is HLA-DPA10201-DPB10101 with pseudo-sequence HLA-DPA10201-DPB10101. The binding affinity (normalized) is 0.816. (5) The peptide sequence is DTFRKLFRVYSNFLR. The MHC is DRB1_0405 with pseudo-sequence DRB1_0405. The binding affinity (normalized) is 0.581. (6) The peptide sequence is INEQTAAAIAYGLDR. The MHC is HLA-DQA10501-DQB10301 with pseudo-sequence HLA-DQA10501-DQB10301. The binding affinity (normalized) is 0.686.